From a dataset of Catalyst prediction with 721,799 reactions and 888 catalyst types from USPTO. Predict which catalyst facilitates the given reaction. Reactant: [F:1][C:2]1[CH:11]=[C:10]2[C:5]([CH:6]=[CH:7][C:8]([CH3:12])=[N:9]2)=[C:4]([N:13]2[CH2:18][CH2:17][N:16]([CH2:19][CH2:20][C:21]3[CH:26]=[CH:25][CH:24]=[C:23]([N+:27]([O-])=O)[CH:22]=3)[CH2:15][CH2:14]2)[CH:3]=1.[Cl-].[NH4+]. Product: [F:1][C:2]1[CH:11]=[C:10]2[C:5]([CH:6]=[CH:7][C:8]([CH3:12])=[N:9]2)=[C:4]([N:13]2[CH2:14][CH2:15][N:16]([CH2:19][CH2:20][C:21]3[CH:22]=[C:23]([CH:24]=[CH:25][CH:26]=3)[NH2:27])[CH2:17][CH2:18]2)[CH:3]=1. The catalyst class is: 406.